Dataset: Forward reaction prediction with 1.9M reactions from USPTO patents (1976-2016). Task: Predict the product of the given reaction. (1) Given the reactants Br[CH2:2][CH2:3][N:4]([C:9]1[CH:10]=[C:11]2[C:15](=[CH:16][CH:17]=1)[C:14](=[O:18])[N:13]([CH2:19][C:20]([O:22][CH2:23][C:24]1[CH:29]=[CH:28][CH:27]=[CH:26][CH:25]=1)=[O:21])[C:12]2=[O:30])[S:5]([CH3:8])(=[O:7])=[O:6].C([O-])([O-])=O.[K+].[K+].[CH3:37][O:38][CH2:39][CH2:40][NH2:41], predict the reaction product. The product is: [CH3:37][O:38][CH2:39][CH2:40][NH:41][CH2:2][CH2:3][N:4]([C:9]1[CH:10]=[C:11]2[C:15](=[CH:16][CH:17]=1)[C:14](=[O:18])[N:13]([CH2:19][C:20]([O:22][CH2:23][C:24]1[CH:29]=[CH:28][CH:27]=[CH:26][CH:25]=1)=[O:21])[C:12]2=[O:30])[S:5]([CH3:8])(=[O:7])=[O:6]. (2) Given the reactants CON(C)[C:4]([C:6]1[C:10]2[CH:11]=[CH:12][CH:13]=[CH:14][C:9]=2[O:8][N:7]=1)=[O:5].[CH2:16]([Mg]Cl)[C:17]1[CH:22]=[CH:21][CH:20]=[CH:19][CH:18]=1, predict the reaction product. The product is: [O:8]1[C:9]2[CH:14]=[CH:13][CH:12]=[CH:11][C:10]=2[C:6]([C:4](=[O:5])[CH2:16][C:17]2[CH:22]=[CH:21][CH:20]=[CH:19][CH:18]=2)=[N:7]1.